Dataset: Forward reaction prediction with 1.9M reactions from USPTO patents (1976-2016). Task: Predict the product of the given reaction. (1) The product is: [CH3:19][C:18]1([CH3:20])[C:10]2[S:6][C:7]3[CH:25]=[CH:24][CH:23]=[CH:22][C:8]=3[C:9]=2[NH:11][CH:12]2[CH:17]=[CH:16][CH:15]=[CH:14][CH:13]12. Given the reactants CS(O)(=O)=O.[S:6]1[CH:10]=[C:9]([NH:11][C:12]2[CH:17]=[CH:16][CH:15]=[CH:14][C:13]=2[C:18](O)([CH3:20])[CH3:19])[C:8]2[CH:22]=[CH:23][CH:24]=[CH:25][C:7]1=2, predict the reaction product. (2) Given the reactants [CH3:1][O-:2].[Na+].[C:4]([O:23]C)(=O)[CH2:5][CH2:6][CH2:7][CH2:8][CH2:9][CH2:10][CH2:11][CH2:12][CH2:13][CH2:14][CH2:15][CH2:16][CH2:17][CH2:18][CH2:19][CH2:20][CH3:21].[CH3:25][NH:26][CH2:27][CH2:28][OH:29], predict the reaction product. The product is: [C:1]([O:29][CH2:28][CH2:27][N:26]([C:4](=[O:23])[CH2:5][CH2:6][CH2:7][CH2:8][CH2:9][CH2:10][CH2:11][CH2:12][CH2:13][CH2:14][CH2:15][CH2:16][CH2:17][CH2:18][CH2:19][CH2:20][CH3:21])[CH3:25])(=[O:2])[CH2:20][CH2:19][CH2:18][CH2:17][CH2:16][CH2:15][CH2:14][CH2:13][CH2:12][CH2:11][CH2:10][CH2:9][CH2:8][CH2:7][CH2:6][CH2:5][CH3:4]. (3) Given the reactants Br[Mg][C:3]1[CH:8]=[CH:7][C:6]([O:9][C:10]([F:13])([F:12])[F:11])=[CH:5][CH:4]=1.[F:14][C:15]1[CH:20]=[CH:19][C:18]([C:21]2[C:30]([CH:31]=[O:32])=[C:29]([CH:33]([CH3:35])[CH3:34])[CH:28]=[C:27]3[C:22]=2[C:23](=[O:38])[CH2:24][C:25]([CH3:37])([CH3:36])[O:26]3)=[CH:17][CH:16]=1.FC1C=CC(C2C(C=O)=C(CCC)C=C3C=2C(=O)CC(C)(C)O3)=CC=1.C(=O)(O)[O-].[Na+], predict the reaction product. The product is: [F:14][C:15]1[CH:20]=[CH:19][C:18]([C:21]2[C:30]([CH:31]([OH:32])[C:3]3[CH:8]=[CH:7][C:6]([O:9][C:10]([F:13])([F:12])[F:11])=[CH:5][CH:4]=3)=[C:29]([CH:33]([CH3:34])[CH3:35])[CH:28]=[C:27]3[C:22]=2[C:23](=[O:38])[CH2:24][C:25]([CH3:36])([CH3:37])[O:26]3)=[CH:17][CH:16]=1. (4) Given the reactants CS(O[CH:6]1[CH2:9][N:8]([CH:10]([C:17]2[CH:22]=[CH:21][CH:20]=[CH:19][CH:18]=2)[C:11]2[CH:16]=[CH:15][CH:14]=[CH:13][CH:12]=2)[CH2:7]1)(=O)=O.[C-:23]#[N:24].[Na+], predict the reaction product. The product is: [CH:10]([N:8]1[CH2:9][CH:6]([C:23]#[N:24])[CH2:7]1)([C:17]1[CH:22]=[CH:21][CH:20]=[CH:19][CH:18]=1)[C:11]1[CH:16]=[CH:15][CH:14]=[CH:13][CH:12]=1. (5) Given the reactants [NH2:1][C:2]1[C:3]2[C:10]([C:11]3[CH:16]=[CH:15][C:14]([O:17][C:18]4[CH:23]=[CH:22][CH:21]=[CH:20][CH:19]=4)=[CH:13][CH:12]=3)=[CH:9][N:8]([CH:24]3[CH2:29][CH2:28][C:27](=O)[CH2:26][CH2:25]3)[C:4]=2[N:5]=[CH:6][N:7]=1.[CH3:31][N:32]([CH3:38])[C@@H:33]1[CH2:37][CH2:36][NH:35][CH2:34]1.C(O)(=O)C.C(O[BH-](OC(=O)C)OC(=O)C)(=O)C.[Na+].C(=O)(O)[O-].[Na+], predict the reaction product. The product is: [CH3:31][N:32]([CH3:38])[C@@H:33]1[CH2:37][CH2:36][N:35]([C@@H:27]2[CH2:26][CH2:25][C@H:24]([N:8]3[C:4]4[N:5]=[CH:6][N:7]=[C:2]([NH2:1])[C:3]=4[C:10]([C:11]4[CH:12]=[CH:13][C:14]([O:17][C:18]5[CH:23]=[CH:22][CH:21]=[CH:20][CH:19]=5)=[CH:15][CH:16]=4)=[CH:9]3)[CH2:29][CH2:28]2)[CH2:34]1.[CH3:31][N:32]([CH3:38])[C@@H:33]1[CH2:37][CH2:36][N:35]([C@H:27]2[CH2:26][CH2:25][C@H:24]([N:8]3[C:4]4[N:5]=[CH:6][N:7]=[C:2]([NH2:1])[C:3]=4[C:10]([C:11]4[CH:12]=[CH:13][C:14]([O:17][C:18]5[CH:23]=[CH:22][CH:21]=[CH:20][CH:19]=5)=[CH:15][CH:16]=4)=[CH:9]3)[CH2:29][CH2:28]2)[CH2:34]1. (6) Given the reactants [Cl:1][C:2]1[C:3]([C:22]2[S:26][C:25]([C:27]3([O:31]COC)[CH2:30][CH2:29][CH2:28]3)=[N:24][CH:23]=2)=[C:4]2[CH:10]=[C:9]([I:11])[N:8]([S:12]([C:15]3[CH:21]=[CH:20][C:18]([CH3:19])=[CH:17][CH:16]=3)(=[O:14])=[O:13])[C:5]2=[N:6][CH:7]=1.O1CCCC1.Cl, predict the reaction product. The product is: [Cl:1][C:2]1[C:3]([C:22]2[S:26][C:25]([C:27]3([OH:31])[CH2:30][CH2:29][CH2:28]3)=[N:24][CH:23]=2)=[C:4]2[CH:10]=[C:9]([I:11])[N:8]([S:12]([C:15]3[CH:16]=[CH:17][C:18]([CH3:19])=[CH:20][CH:21]=3)(=[O:13])=[O:14])[C:5]2=[N:6][CH:7]=1. (7) Given the reactants Cl.[CH3:2][C:3]1[CH:4]=[C:5]([S:9]([NH:12][C:13]2[C:14](=[O:28])[N:15]([CH2:20][C:21]([O:23]C(C)(C)C)=[O:22])[C:16]([CH3:19])=[CH:17][CH:18]=2)(=[O:11])=[O:10])[CH:6]=[CH:7][CH:8]=1, predict the reaction product. The product is: [CH3:2][C:3]1[CH:4]=[C:5]([S:9]([NH:12][C:13]2[C:14](=[O:28])[N:15]([CH2:20][C:21]([OH:23])=[O:22])[C:16]([CH3:19])=[CH:17][CH:18]=2)(=[O:11])=[O:10])[CH:6]=[CH:7][CH:8]=1.